This data is from Catalyst prediction with 721,799 reactions and 888 catalyst types from USPTO. The task is: Predict which catalyst facilitates the given reaction. (1) The catalyst class is: 6. Reactant: [CH3:1][C:2]1[CH:3]=[C:4]([CH2:9][C:10]#N)[CH:5]=[CH:6][C:7]=1[CH3:8].[OH:12]S(O)(=O)=O.[CH3:17][OH:18]. Product: [CH3:17][O:18][C:10](=[O:12])[CH2:9][C:4]1[CH:5]=[CH:6][C:7]([CH3:8])=[C:2]([CH3:1])[CH:3]=1. (2) Reactant: [CH:1]1([C:4]2[N:5]=[C:6]3[CH:11]=[CH:10][C:9]([N+:12]([O-])=O)=[CH:8][N:7]3[C:15]=2[CH3:16])[CH2:3][CH2:2]1.[F:17][C:18]([F:35])([F:34])[C:19]1[N:24]=[CH:23][C:22]([C:25]2[CH:30]=[CH:29][C:28]([C:31](O)=[O:32])=[CH:27][CH:26]=2)=[CH:21][CH:20]=1.[ClH:36].C(OCC)(=O)C. Product: [ClH:36].[CH:1]1([C:4]2[N:5]=[C:6]3[CH:11]=[CH:10][C:9]([NH:12][C:31](=[O:32])[C:28]4[CH:27]=[CH:26][C:25]([C:22]5[CH:23]=[N:24][C:19]([C:18]([F:35])([F:17])[F:34])=[CH:20][CH:21]=5)=[CH:30][CH:29]=4)=[CH:8][N:7]3[C:15]=2[CH3:16])[CH2:3][CH2:2]1. The catalyst class is: 13. (3) Reactant: [C:1]([O:5][C:6](=[O:14])[NH:7][CH2:8][C@H:9]([C:11](=O)[NH2:12])[CH3:10])([CH3:4])([CH3:3])[CH3:2].N1C=CC=CC=1.FC(F)(F)C(OC(=O)C(F)(F)F)=O.C(=O)([O-])[O-].[Na+].[Na+]. Product: [C:1]([O:5][C:6](=[O:14])[NH:7][CH2:8][C@H:9]([C:11]#[N:12])[CH3:10])([CH3:2])([CH3:3])[CH3:4]. The catalyst class is: 375.